Dataset: Cav3 T-type calcium channel HTS with 100,875 compounds. Task: Binary Classification. Given a drug SMILES string, predict its activity (active/inactive) in a high-throughput screening assay against a specified biological target. (1) The drug is S(c1n(Cc2ccccc2)c(nn1)c1c(occ1)C)CC(=O)Nc1ccc(cc1)C(=O)C. The result is 0 (inactive). (2) The compound is O(c1c(N2CCN(\N=C\c3cc(OC)c(OC)cc3)CC2)cccc1)C. The result is 0 (inactive).